This data is from NCI-60 drug combinations with 297,098 pairs across 59 cell lines. The task is: Regression. Given two drug SMILES strings and cell line genomic features, predict the synergy score measuring deviation from expected non-interaction effect. (1) Drug 1: CC1=CC=C(C=C1)C2=CC(=NN2C3=CC=C(C=C3)S(=O)(=O)N)C(F)(F)F. Drug 2: C1CC(=O)NC(=O)C1N2C(=O)C3=CC=CC=C3C2=O. Cell line: MALME-3M. Synergy scores: CSS=-11.2, Synergy_ZIP=6.71, Synergy_Bliss=5.99, Synergy_Loewe=-4.61, Synergy_HSA=-3.31. (2) Drug 1: C1C(C(OC1N2C=NC3=C(N=C(N=C32)Cl)N)CO)O. Drug 2: COCCOC1=C(C=C2C(=C1)C(=NC=N2)NC3=CC=CC(=C3)C#C)OCCOC.Cl. Cell line: A549. Synergy scores: CSS=29.1, Synergy_ZIP=8.68, Synergy_Bliss=10.1, Synergy_Loewe=5.96, Synergy_HSA=9.91. (3) Drug 1: C1=CC(=C2C(=C1NCCNCCO)C(=O)C3=C(C=CC(=C3C2=O)O)O)NCCNCCO. Drug 2: CCN(CC)CCNC(=O)C1=C(NC(=C1C)C=C2C3=C(C=CC(=C3)F)NC2=O)C. Cell line: SNB-75. Synergy scores: CSS=50.8, Synergy_ZIP=-0.996, Synergy_Bliss=0.573, Synergy_Loewe=-28.3, Synergy_HSA=-2.63. (4) Drug 1: COC1=NC(=NC2=C1N=CN2C3C(C(C(O3)CO)O)O)N. Drug 2: CS(=O)(=O)CCNCC1=CC=C(O1)C2=CC3=C(C=C2)N=CN=C3NC4=CC(=C(C=C4)OCC5=CC(=CC=C5)F)Cl. Cell line: SK-MEL-5. Synergy scores: CSS=2.44, Synergy_ZIP=-1.04, Synergy_Bliss=-0.769, Synergy_Loewe=-1.52, Synergy_HSA=-0.300. (5) Drug 1: CC1=C(C(=O)C2=C(C1=O)N3CC4C(C3(C2COC(=O)N)OC)N4)N. Drug 2: C1CNP(=O)(OC1)N(CCCl)CCCl. Cell line: A549. Synergy scores: CSS=26.0, Synergy_ZIP=-2.64, Synergy_Bliss=-6.91, Synergy_Loewe=-37.5, Synergy_HSA=-5.34. (6) Drug 1: CS(=O)(=O)C1=CC(=C(C=C1)C(=O)NC2=CC(=C(C=C2)Cl)C3=CC=CC=N3)Cl. Drug 2: CCCCCOC(=O)NC1=NC(=O)N(C=C1F)C2C(C(C(O2)C)O)O. Cell line: EKVX. Synergy scores: CSS=3.45, Synergy_ZIP=-0.101, Synergy_Bliss=-0.231, Synergy_Loewe=-18.3, Synergy_HSA=-3.39. (7) Synergy scores: CSS=66.8, Synergy_ZIP=17.1, Synergy_Bliss=18.1, Synergy_Loewe=-27.9, Synergy_HSA=6.25. Drug 1: CC1=C(C(CCC1)(C)C)C=CC(=CC=CC(=CC(=O)O)C)C. Drug 2: CC1=C2C(C(=O)C3(C(CC4C(C3C(C(C2(C)C)(CC1OC(=O)C(C(C5=CC=CC=C5)NC(=O)C6=CC=CC=C6)O)O)OC(=O)C7=CC=CC=C7)(CO4)OC(=O)C)O)C)OC(=O)C. Cell line: OVCAR-5. (8) Drug 2: C1=NC2=C(N1)C(=S)N=CN2. Cell line: HOP-92. Drug 1: CCC1=CC2CC(C3=C(CN(C2)C1)C4=CC=CC=C4N3)(C5=C(C=C6C(=C5)C78CCN9C7C(C=CC9)(C(C(C8N6C)(C(=O)OC)O)OC(=O)C)CC)OC)C(=O)OC.C(C(C(=O)O)O)(C(=O)O)O. Synergy scores: CSS=32.5, Synergy_ZIP=-16.3, Synergy_Bliss=-18.2, Synergy_Loewe=-15.5, Synergy_HSA=-13.2. (9) Drug 1: C1CCN(CC1)CCOC2=CC=C(C=C2)C(=O)C3=C(SC4=C3C=CC(=C4)O)C5=CC=C(C=C5)O. Drug 2: CC12CCC(CC1=CCC3C2CCC4(C3CC=C4C5=CN=CC=C5)C)O. Cell line: COLO 205. Synergy scores: CSS=-4.90, Synergy_ZIP=5.63, Synergy_Bliss=3.97, Synergy_Loewe=-2.28, Synergy_HSA=-2.17.